This data is from NCI-60 drug combinations with 297,098 pairs across 59 cell lines. The task is: Regression. Given two drug SMILES strings and cell line genomic features, predict the synergy score measuring deviation from expected non-interaction effect. (1) Drug 1: CC12CCC(CC1=CCC3C2CCC4(C3CC=C4C5=CN=CC=C5)C)O. Drug 2: CC1C(C(CC(O1)OC2CC(CC3=C2C(=C4C(=C3O)C(=O)C5=C(C4=O)C(=CC=C5)OC)O)(C(=O)CO)O)N)O.Cl. Cell line: RPMI-8226. Synergy scores: CSS=43.8, Synergy_ZIP=-7.85, Synergy_Bliss=-8.76, Synergy_Loewe=-12.9, Synergy_HSA=-7.60. (2) Drug 1: C1CCC(C1)C(CC#N)N2C=C(C=N2)C3=C4C=CNC4=NC=N3. Drug 2: CC1=C(C(=O)C2=C(C1=O)N3CC4C(C3(C2COC(=O)N)OC)N4)N. Cell line: HT29. Synergy scores: CSS=42.6, Synergy_ZIP=4.60, Synergy_Bliss=1.34, Synergy_Loewe=-34.4, Synergy_HSA=-2.59. (3) Drug 1: CC1=C2C(C(=O)C3(C(CC4C(C3C(C(C2(C)C)(CC1OC(=O)C(C(C5=CC=CC=C5)NC(=O)OC(C)(C)C)O)O)OC(=O)C6=CC=CC=C6)(CO4)OC(=O)C)O)C)O. Drug 2: CC1=C(C(=O)C2=C(C1=O)N3CC4C(C3(C2COC(=O)N)OC)N4)N. Cell line: K-562. Synergy scores: CSS=45.2, Synergy_ZIP=-9.82, Synergy_Bliss=-6.08, Synergy_Loewe=-11.4, Synergy_HSA=-2.92. (4) Drug 1: CC(CN1CC(=O)NC(=O)C1)N2CC(=O)NC(=O)C2. Drug 2: CCN(CC)CCCC(C)NC1=C2C=C(C=CC2=NC3=C1C=CC(=C3)Cl)OC. Cell line: MCF7. Synergy scores: CSS=30.4, Synergy_ZIP=-8.53, Synergy_Bliss=1.92, Synergy_Loewe=3.39, Synergy_HSA=4.05. (5) Drug 1: C1C(C(OC1N2C=C(C(=O)NC2=O)F)CO)O. Drug 2: CC1CCC2CC(C(=CC=CC=CC(CC(C(=O)C(C(C(=CC(C(=O)CC(OC(=O)C3CCCCN3C(=O)C(=O)C1(O2)O)C(C)CC4CCC(C(C4)OC)O)C)C)O)OC)C)C)C)OC. Cell line: MCF7. Synergy scores: CSS=20.3, Synergy_ZIP=-5.86, Synergy_Bliss=-1.68, Synergy_Loewe=-10.8, Synergy_HSA=-0.865.